This data is from Reaction yield outcomes from USPTO patents with 853,638 reactions. The task is: Predict the reaction yield, written as a fraction of the theoretical maximum amount of product (1.0 means a 100% yield; for example, 0.34 means a 34% yield). (1) The reactants are [NH2:1][C:2]1[C:7]2=[C:8]([C:16]3[CH:21]=[CH:20][C:19]([N+:22]([O-:24])=[O:23])=[CH:18][CH:17]=3)[C:9]([C:11]([O:13][CH2:14][CH3:15])=[O:12])=[CH:10][N:6]2[N:5]=[CH:4][N:3]=1.[Br:25]N1C(=O)CCC1=O. The catalyst is C(#N)C. The product is [NH2:1][C:2]1[C:7]2=[C:8]([C:16]3[CH:21]=[CH:20][C:19]([N+:22]([O-:24])=[O:23])=[CH:18][CH:17]=3)[C:9]([C:11]([O:13][CH2:14][CH3:15])=[O:12])=[C:10]([Br:25])[N:6]2[N:5]=[CH:4][N:3]=1. The yield is 0.830. (2) The reactants are [C:1]([NH:18][C@H:19]([C:23]([OH:25])=[O:24])[CH:20]([CH3:22])[CH3:21])([O:3][CH2:4][CH:5]1[C:17]2[C:12](=[CH:13][CH:14]=[CH:15][CH:16]=2)[C:11]2[C:6]1=[CH:7][CH:8]=[CH:9][CH:10]=2)=[O:2].CCN(C(C)C)C(C)C.[Cl-].O[C@H:37](/[CH:57]=[CH:58]/[CH2:59][CH2:60][S:61][C:62]([C:75]1[CH:80]=[CH:79][CH:78]=[CH:77][CH:76]=1)([C:69]1[CH:74]=[CH:73][CH:72]=[CH:71][CH:70]=1)[C:63]1[CH:68]=[CH:67][CH:66]=[CH:65][CH:64]=1)[CH2:38][C:39]([NH:41][CH2:42][C:43]1[N:48]=[C:47]([CH2:49][N:50]([CH3:56])[CH2:51][C:52]([O:54][CH3:55])=[O:53])[CH:46]=[CH:45][CH:44]=1)=[O:40]. The catalyst is C1COCC1.CN(C1C=CN=CC=1)C. The product is [CH:7]1[C:6]2[CH:5]([CH2:4][O:3][C:1]([NH:18][C@H:19]([CH:20]([CH3:21])[CH3:22])[C:23]([O:25][C@H:37](/[CH:57]=[CH:58]/[CH2:59][CH2:60][S:61][C:62]([C:75]3[CH:80]=[CH:79][CH:78]=[CH:77][CH:76]=3)([C:69]3[CH:74]=[CH:73][CH:72]=[CH:71][CH:70]=3)[C:63]3[CH:64]=[CH:65][CH:66]=[CH:67][CH:68]=3)[CH2:38][C:39]([NH:41][CH2:42][C:43]3[CH:44]=[CH:45][CH:46]=[C:47]([CH2:49][N:50]([CH2:51][C:52]([O:54][CH3:55])=[O:53])[CH3:56])[N:48]=3)=[O:40])=[O:24])=[O:2])[C:17]3[C:12](=[CH:13][CH:14]=[CH:15][CH:16]=3)[C:11]=2[CH:10]=[CH:9][CH:8]=1. The yield is 0.900. (3) The reactants are [C:1]([OH:5])(=[O:4])[CH:2]=[CH2:3].[CH2:6]=[CH:7][C:8]1[CH:13]=[CH:12][CH:11]=[CH:10][CH:9]=1. The catalyst is C1COCC1. The product is [C:1]([OH:5])(=[O:4])[CH:2]=[CH2:3].[CH2:6]=[CH:7][C:8]1[CH:13]=[CH:12][CH:11]=[CH:10][CH:9]=1. The yield is 0.846. (4) The reactants are [CH3:1][C:2]1([CH3:35])[C:6]([CH3:8])([CH3:7])[O:5][B:4]([C:9]2[CH:10]=[C:11]3[C:32](=[CH:33][CH:34]=2)[C:15]2[NH:16][C:17]([C@@H:19]4[CH2:24][C@@H:23]5[C@@H:21]([CH2:22]5)[N:20]4[C:25]([O:27]C(C)(C)C)=O)=[N:18][C:14]=2[CH:13]=[CH:12]3)[O:3]1.Cl.[CH3:37][O:38][C:39]([NH:41][C@@H:42]([CH:46]([CH3:48])[CH3:47])C(O)=O)=[O:40].CN(C(ON1N=NC2C=CC=NC1=2)=[N+](C)C)C.F[P-](F)(F)(F)(F)F.CCN(C(C)C)C(C)C. The catalyst is C(Cl)Cl.CO. The product is [CH3:47][CH:46]([CH3:48])[C@H:42]([NH:41][C:39](=[O:40])[O:38][CH3:37])[C:25](=[O:27])[N:20]1[C@H:19]([C:17]2[NH:16][C:15]3[C:32]4[C:11]([CH:12]=[CH:13][C:14]=3[N:18]=2)=[CH:10][C:9]([B:4]2[O:3][C:2]([CH3:1])([CH3:35])[C:6]([CH3:7])([CH3:8])[O:5]2)=[CH:34][CH:33]=4)[CH2:24][C@@H:23]2[C@H:21]1[CH2:22]2. The yield is 0.890. (5) The reactants are [CH2:1]([N:3]1[C:11]2[C:6](=[CH:7][CH:8]=[C:9]([O:12][CH3:13])[CH:10]=2)[C:5]([C:14]#[N:15])=[C:4]1[C:16]1[CH:21]=[CH:20][C:19]([O:22][CH2:23][CH2:24]O)=[CH:18][CH:17]=1)[CH3:2].C1C=CC(P(C2C=CC=CC=2)C2C=CC=CC=2)=CC=1.[Br:45]N1C(=O)CCC1=O. The catalyst is C(Cl)Cl. The product is [Br:45][CH2:24][CH2:23][O:22][C:19]1[CH:20]=[CH:21][C:16]([C:4]2[N:3]([CH2:1][CH3:2])[C:11]3[C:6]([C:5]=2[C:14]#[N:15])=[CH:7][CH:8]=[C:9]([O:12][CH3:13])[CH:10]=3)=[CH:17][CH:18]=1. The yield is 0.950. (6) The reactants are [Cl:1][C:2]1[CH:3]=[C:4]([SH:9])[CH:5]=[C:6]([Cl:8])[CH:7]=1.I[CH2:11][CH3:12].C(=O)([O-])[O-].[K+].[K+].C(Cl)Cl. The catalyst is O. The product is [CH2:11]([S:9][C:4]1[CH:3]=[C:2]([Cl:1])[CH:7]=[C:6]([Cl:8])[CH:5]=1)[CH3:12]. The yield is 0.970.